From a dataset of Reaction yield outcomes from USPTO patents with 853,638 reactions. Predict the reaction yield, written as a fraction of the theoretical maximum amount of product (1.0 means a 100% yield; for example, 0.34 means a 34% yield). The reactants are [NH2:1][C@H:2]1[CH2:7][CH2:6][N:5]([C:8]([O:10][C:11]([CH3:14])([CH3:13])[CH3:12])=[O:9])[CH2:4][C@H:3]1[O:15][CH3:16].[Br:17][C:18]1[N:19]=[C:20]([C:24](O)=[O:25])[NH:21][C:22]=1[Br:23].CCN=C=NCCCN(C)C.Cl. The catalyst is CN(C1C=CN=CC=1)C. The product is [Br:17][C:18]1[N:19]=[C:20]([C:24]([NH:1][C@H:2]2[CH2:7][CH2:6][N:5]([C:8]([O:10][C:11]([CH3:12])([CH3:13])[CH3:14])=[O:9])[CH2:4][C@H:3]2[O:15][CH3:16])=[O:25])[NH:21][C:22]=1[Br:23]. The yield is 0.720.